This data is from Full USPTO retrosynthesis dataset with 1.9M reactions from patents (1976-2016). The task is: Predict the reactants needed to synthesize the given product. (1) Given the product [C:4]12([N:1]3[CH:25]=[C:24]([CH2:23][S:22][C:16]4[CH:17]=[C:18]([Cl:21])[CH:19]=[CH:20][C:15]=4[Cl:14])[N:3]=[N:2]3)[CH2:5][CH:6]3[CH2:12][CH:10]([CH2:9][CH:8]([CH2:7]3)[CH2:13]1)[CH2:11]2, predict the reactants needed to synthesize it. The reactants are: [N:1]([C:4]12[CH2:13][CH:8]3[CH2:9][CH:10]([CH2:12][CH:6]([CH2:7]3)[CH2:5]1)[CH2:11]2)=[N+:2]=[N-:3].[Cl:14][C:15]1[CH:20]=[CH:19][C:18]([Cl:21])=[CH:17][C:16]=1[S:22][CH2:23][C:24]#[CH:25].O=C1O[C@H]([C@H](CO)O)C([O-])=C1O.[Na+]. (2) Given the product [Br:3][C:4]1[N:5]=[C:6]2[N:12]=[CH:11][N:10]([CH2:18][O:17][CH2:16][CH2:15][Si:14]([CH3:21])([CH3:20])[CH3:13])[C:7]2=[N:8][CH:9]=1.[Br:3][C:4]1[N:5]=[C:6]2[N:12]([CH2:18][O:17][CH2:16][CH2:15][Si:14]([CH3:21])([CH3:20])[CH3:13])[CH:11]=[N:10][C:7]2=[N:8][CH:9]=1, predict the reactants needed to synthesize it. The reactants are: [H-].[Na+].[Br:3][C:4]1[N:5]=[C:6]2[N:12]=[CH:11][NH:10][C:7]2=[N:8][CH:9]=1.[CH3:13][Si:14]([CH3:21])([CH3:20])[CH2:15][CH2:16][O:17][CH2:18]Cl.